This data is from Catalyst prediction with 721,799 reactions and 888 catalyst types from USPTO. The task is: Predict which catalyst facilitates the given reaction. (1) Reactant: [Cl:1][C:2]1[CH:7]=[CH:6][C:5]([S:8]([NH:11][CH2:12][C:13]2[CH:22]=[CH:21][C:16]([C:17]([O:19][CH3:20])=[O:18])=[CH:15][CH:14]=2)(=[O:10])=[O:9])=[CH:4][CH:3]=1.[F:23][C:24]([F:36])([F:35])[C:25]1[CH:30]=[CH:29][C:28]([C@H:31](O)[CH2:32][CH3:33])=[CH:27][CH:26]=1.C1C=CC(P(C2C=CC=CC=2)C2C=CC=CC=2)=CC=1.CC(OC(/N=N/C(OC(C)C)=O)=O)C. Product: [Cl:1][C:2]1[CH:7]=[CH:6][C:5]([S:8]([N:11]([CH2:12][C:13]2[CH:14]=[CH:15][C:16]([C:17]([O:19][CH3:20])=[O:18])=[CH:21][CH:22]=2)[C@H:31]([C:28]2[CH:29]=[CH:30][C:25]([C:24]([F:23])([F:35])[F:36])=[CH:26][CH:27]=2)[CH2:32][CH3:33])(=[O:10])=[O:9])=[CH:4][CH:3]=1. The catalyst class is: 1. (2) Reactant: [C:1]1([C:17]2[CH:22]=[CH:21][CH:20]=[CH:19][CH:18]=2)[CH:6]=[CH:5][C:4]([CH:7]([NH:15][CH3:16])[CH2:8][N:9]2[CH2:14][CH2:13][O:12][CH2:11][CH2:10]2)=[CH:3][CH:2]=1.[Cl:23][C:24]1[C:25]([Cl:38])=[CH:26][C:27]2[O:32][CH2:31][CH2:30][N:29]([CH2:33][C:34]([OH:36])=O)[C:28]=2[CH:37]=1.CN([P+]([O:49]N1N=NC2C=CC=CC1=2)(N(C)C)N(C)C)C.F[P-](F)(F)(F)(F)F.C(N(CC)CC)C. Product: [C:1]1([C:17]2[CH:22]=[CH:21][CH:20]=[CH:19][CH:18]=2)[CH:2]=[CH:3][C:4]([CH:7]([N:15]([CH3:16])[C:34](=[O:36])[CH2:33][N:29]2[C:28]3[CH:37]=[C:24]([Cl:23])[C:25]([Cl:38])=[CH:26][C:27]=3[O:32][CH2:31][C:30]2=[O:49])[CH2:8][N:9]2[CH2:10][CH2:11][O:12][CH2:13][CH2:14]2)=[CH:5][CH:6]=1. The catalyst class is: 3. (3) Reactant: [Br:1][C:2]1[CH:17]=[CH:16][C:5]2[C:6](Cl)=[N:7][C:8]3[C:13]([C:4]=2[CH:3]=1)=[C:12]([Cl:14])[N:11]=[CH:10][CH:9]=3.[CH3:18][CH:19]([CH3:27])[C:20]([O:22][C:23]([CH3:26])([CH3:25])[CH3:24])=[O:21].C[Si]([N-][Si](C)(C)C)(C)C.[Na+]. Product: [Br:1][C:2]1[CH:17]=[CH:16][C:5]2[C:6]([C:19]([CH3:27])([CH3:18])[C:20]([O:22][C:23]([CH3:26])([CH3:25])[CH3:24])=[O:21])=[N:7][C:8]3[C:13]([C:4]=2[CH:3]=1)=[C:12]([Cl:14])[N:11]=[CH:10][CH:9]=3. The catalyst class is: 11. (4) Reactant: [C:1]([O:5][C:6]([NH:8][CH2:9][CH2:10][NH:11][C:12]1[C:17]([C:18](O)=[O:19])=[CH:16][N:15]=[C:14]2[N:21]([CH3:25])[N:22]=[C:23]([CH3:24])[C:13]=12)=[O:7])([CH3:4])([CH3:3])[CH3:2].Cl.C(N=C=NCCCN(C)C)C.ON1C2=NC=CC=C2N=N1.C(N(CC)CC)C.[CH3:55][O:56][C:57]1[CH:62]=[CH:61][C:60]([CH2:63][NH2:64])=[CH:59][CH:58]=1. Product: [CH3:55][O:56][C:57]1[CH:62]=[CH:61][C:60]([CH2:63][NH:64][C:18]([C:17]2[C:12]([NH:11][CH2:10][CH2:9][NH:8][C:6](=[O:7])[O:5][C:1]([CH3:4])([CH3:2])[CH3:3])=[C:13]3[C:23]([CH3:24])=[N:22][N:21]([CH3:25])[C:14]3=[N:15][CH:16]=2)=[O:19])=[CH:59][CH:58]=1. The catalyst class is: 9. (5) Reactant: Cl[C:2]1[N:9]=[C:8]([NH:10][CH:11]2[CH2:13][CH2:12]2)[CH:7]=[CH:6][C:3]=1[C:4]#[N:5].[CH3:14][O-:15].[Na+]. Product: [CH:11]1([NH:10][C:8]2[CH:7]=[CH:6][C:3]([C:4]#[N:5])=[C:2]([O:15][CH3:14])[N:9]=2)[CH2:13][CH2:12]1. The catalyst class is: 24. (6) Product: [NH:33]1[C:34]2[CH:39]=[CH:38][CH:37]=[CH:36][C:35]=2[N:31]=[C:32]1[C:40]1[C:48]2[C:43](=[CH:44][CH:45]=[C:46]([NH:49][C:8]([C:5]3([CH3:11])[CH2:4][CH2:3][N:2]([CH3:1])[CH2:7][CH2:6]3)=[O:10])[CH:47]=2)[N:42]([CH:50]2[CH2:55][CH2:54][CH2:53][CH2:52][O:51]2)[N:41]=1. Reactant: [CH3:1][N:2]1[CH2:7][CH2:6][C:5]([CH3:11])([C:8]([OH:10])=O)[CH2:4][CH2:3]1.C1C=CC2N(O)N=NC=2C=1.C(Cl)CCl.C(=O)(O)[O-].[Na+].[NH:31]1[C:35]2[CH:36]=[CH:37][CH:38]=[CH:39][C:34]=2[N:33]=[C:32]1[C:40]1[C:48]2[C:43](=[CH:44][CH:45]=[C:46]([NH2:49])[CH:47]=2)[N:42]([CH:50]2[CH2:55][CH2:54][CH2:53][CH2:52][O:51]2)[N:41]=1. The catalyst class is: 3. (7) Reactant: [N:1]1([C:6]2[N:11]=[CH:10][CH:9]=[CH:8][N:7]=2)[CH:5]=[CH:4][CH:3]=[N:2]1.[Br:12]Br. Product: [Br:12][C:4]1[CH:3]=[N:2][N:1]([C:6]2[N:7]=[CH:8][CH:9]=[CH:10][N:11]=2)[CH:5]=1. The catalyst class is: 15.